From a dataset of Catalyst prediction with 721,799 reactions and 888 catalyst types from USPTO. Predict which catalyst facilitates the given reaction. (1) Reactant: [NH2:1][C:2]1[C:13]([Br:14])=[CH:12][C:5]([C:6]([O:8][CH:9]([CH3:11])[CH3:10])=[O:7])=[CH:4][N:3]=1.Cl[CH2:16][C:17](=O)[CH3:18]. Product: [Br:14][C:13]1[C:2]2[N:3]([CH:16]=[C:17]([CH3:18])[N:1]=2)[CH:4]=[C:5]([C:6]([O:8][CH:9]([CH3:11])[CH3:10])=[O:7])[CH:12]=1. The catalyst class is: 397. (2) The catalyst class is: 7. Product: [S:21]1(=[O:25])(=[O:23])[C:5]2[CH:6]=[CH:7][CH:8]=[CH:9][C:4]=2[CH:3]=[CH:2]1. Reactant: S1[C:5]2[CH:6]=[CH:7][CH:8]=[CH:9][C:4]=2[CH:3]=[CH:2]1.ClC1C=CC=C(C(OO)=O)C=1.[S:21]([O-:25])([O-])(=[O:23])=S.[Na+].[Na+]. (3) Reactant: [CH2:1]([C:4]1[CH:11]=[CH:10][C:7]([C:8]#[N:9])=[C:6]([O:12][CH:13]([F:15])[F:14])[CH:5]=1)[CH:2]=C.N1C=CC=CC=1.[O:22]=[O+][O-]. Product: [F:14][CH:13]([F:15])[O:12][C:6]1[CH:5]=[C:4]([CH2:1][CH:2]=[O:22])[CH:11]=[CH:10][C:7]=1[C:8]#[N:9]. The catalyst class is: 61. (4) Reactant: [Cl:1][C:2]1[CH:12]=[CH:11][C:10]([Cl:13])=[C:4]2[C:5]([NH:7][C:8](=[O:9])[C:3]=12)=[O:6].[NH3:14]. Product: [Cl:1][C:2]1[CH:12]=[CH:11][C:10]([Cl:13])=[C:4]([C:5]([NH2:14])=[O:6])[C:3]=1[C:8]([NH2:7])=[O:9]. The catalyst class is: 17. (5) Reactant: [CH3:1][N:2]1[C:10]2[C:5](=[CH:6][CH:7]=[CH:8][CH:9]=2)[CH:4]=[C:3]1C=O.[CH:13]1([NH2:16])[CH2:15][CH2:14]1.C(O)(=O)C. Product: [CH:13]1([NH:16][C:3]2[N:2]([CH3:1])[C:10]3[C:5]([CH:4]=2)=[CH:6][CH:7]=[CH:8][CH:9]=3)[CH2:15][CH2:14]1. The catalyst class is: 5.